This data is from Full USPTO retrosynthesis dataset with 1.9M reactions from patents (1976-2016). The task is: Predict the reactants needed to synthesize the given product. (1) Given the product [F:15][C:16]1[CH:17]=[CH:18][C:19]([N:22]2[C:30]3[CH2:29][CH2:28][CH2:27][N:26]([C:8](=[O:10])[CH2:7][N:6]4[C:2]([CH3:1])=[N:3][C:4]([C:11]([F:14])([F:13])[F:12])=[N:5]4)[C:25]=3[CH:24]=[N:23]2)=[CH:20][CH:21]=1, predict the reactants needed to synthesize it. The reactants are: [CH3:1][C:2]1[N:6]([CH2:7][C:8]([OH:10])=O)[N:5]=[C:4]([C:11]([F:14])([F:13])[F:12])[N:3]=1.[F:15][C:16]1[CH:21]=[CH:20][C:19]([N:22]2[C:30]3[CH2:29][CH2:28][CH2:27][NH:26][C:25]=3[CH:24]=[N:23]2)=[CH:18][CH:17]=1. (2) Given the product [Br:1][C:2]1[CH:3]=[C:4]([CH:5]=[CH:6][C:7]=1[F:8])[NH:9][C:10]1[C:11]2[CH:19]=[C:18]([NH:20][C:21](=[O:31])/[CH:22]=[CH:32]/[CH2:33][N:35]([CH3:37])[CH3:36])[N:17]=[CH:16][C:12]=2[N:13]=[CH:14][N:15]=1, predict the reactants needed to synthesize it. The reactants are: [Br:1][C:2]1[CH:3]=[C:4]([NH:9][C:10]2[C:11]3[CH:19]=[C:18]([NH:20][C:21](=[O:31])[CH2:22]P(=O)(OCC)OCC)[N:17]=[CH:16][C:12]=3[N:13]=[CH:14][N:15]=2)[CH:5]=[CH:6][C:7]=1[F:8].[CH3:32][C:33]([N:35]([CH3:37])[CH3:36])=O.[Li+].[Cl-].[OH-].[K+]. (3) Given the product [Cl:1][C:2]1[C:3]([O:12][C:13]2[CH:18]=[C:17]([O:19][CH2:20][CH2:21][O:22][CH3:23])[CH:16]=[CH:15][C:14]=2[CH2:24][CH:25]([O:29][CH3:30])[C:26]([NH:50][S:47]([CH2:42][CH2:43][CH2:44][CH2:45][CH3:46])(=[O:49])=[O:48])=[O:27])=[N:4][CH:5]=[C:6]([C:8]([F:11])([F:9])[F:10])[CH:7]=1, predict the reactants needed to synthesize it. The reactants are: [Cl:1][C:2]1[C:3]([O:12][C:13]2[CH:18]=[C:17]([O:19][CH2:20][CH2:21][O:22][CH3:23])[CH:16]=[CH:15][C:14]=2[CH2:24][CH:25]([O:29][CH3:30])[C:26](O)=[O:27])=[N:4][CH:5]=[C:6]([C:8]([F:11])([F:10])[F:9])[CH:7]=1.C(N=C=NCCCN(C)C)C.[CH2:42]([S:47]([NH2:50])(=[O:49])=[O:48])[CH2:43][CH2:44][CH2:45][CH3:46].Cl. (4) Given the product [Cl:18][C:19]1[CH:24]=[CH:23][C:22]([C:25]2[CH2:30][CH2:29][N:28]([CH2:2][CH2:3][CH2:4][CH2:5][C:6]3([CH2:16][CH3:17])[C:14]4[C:9](=[CH:10][CH:11]=[CH:12][CH:13]=4)[NH:8][C:7]3=[O:15])[CH2:27][CH:26]=2)=[CH:21][CH:20]=1, predict the reactants needed to synthesize it. The reactants are: Cl[CH2:2][CH2:3][CH2:4][CH2:5][C:6]1([CH2:16][CH3:17])[C:14]2[C:9](=[CH:10][CH:11]=[CH:12][CH:13]=2)[NH:8][C:7]1=[O:15].[Cl:18][C:19]1[CH:24]=[CH:23][C:22]([C:25]2[CH2:26][CH2:27][NH:28][CH2:29][CH:30]=2)=[CH:21][CH:20]=1. (5) The reactants are: [CH3:1][O:2][C:3](=[O:37])[CH:4]([C:9]1[CH:10]=[C:11]([C:23]2[CH:28]=[C:27]([C:29]([F:32])([F:31])[F:30])[CH:26]=[C:25]([C:33]([F:36])([F:35])[F:34])[CH:24]=2)[CH:12]=[C:13](OS(C(F)(F)F)(=O)=O)[CH:14]=1)[CH2:5][CH:6]([CH3:8])[CH3:7].[F:38][C:39]1[CH:40]=[C:41](B(O)O)[CH:42]=[CH:43][C:44]=1[O:45][C:46]([F:49])([F:48])[F:47]. Given the product [CH3:1][O:2][C:3](=[O:37])[CH:4]([C:9]1[CH:10]=[C:11]([C:23]2[CH:28]=[C:27]([C:29]([F:31])([F:30])[F:32])[CH:26]=[C:25]([C:33]([F:34])([F:35])[F:36])[CH:24]=2)[CH:12]=[C:13]([C:41]2[CH:42]=[CH:43][C:44]([O:45][C:46]([F:49])([F:48])[F:47])=[C:39]([F:38])[CH:40]=2)[CH:14]=1)[CH2:5][CH:6]([CH3:8])[CH3:7], predict the reactants needed to synthesize it. (6) Given the product [CH3:25][C:20]1[N:19]([C:6]2[CH:5]=[C:4]3[C:1]([CH3:2])=[N:11][CH2:10][CH2:9][N:8]3[N:7]=2)[C:23]([CH3:24])=[CH:22][CH:21]=1, predict the reactants needed to synthesize it. The reactants are: [C:1]([C:4]1[N:8]([CH2:9][CH2:10][NH:11]C(=O)OC(C)(C)C)[N:7]=[C:6]([N:19]2[C:23]([CH3:24])=[CH:22][CH:21]=[C:20]2[CH3:25])[CH:5]=1)(=O)[CH3:2].C(O)(C(F)(F)F)=O. (7) Given the product [ClH:41].[NH2:7][C@H:8]([C@@H:10]1[CH2:14][CH2:13][N:12]([C:15]2[C:24]([O:25][CH:26]([F:28])[F:27])=[C:23]3[C:18]([C:19](=[O:33])[NH:20][C:21](=[O:32])[N:22]3[CH:29]3[CH2:31][CH2:30]3)=[CH:17][C:16]=2[F:34])[CH2:11]1)[CH3:9], predict the reactants needed to synthesize it. The reactants are: C(OC(=O)[NH:7][C@H:8]([C@@H:10]1[CH2:14][CH2:13][N:12]([C:15]2[C:24]([O:25][CH:26]([F:28])[F:27])=[C:23]3[C:18]([C:19](=[O:33])[NH:20][C:21](=[O:32])[N:22]3[CH:29]3[CH2:31][CH2:30]3)=[CH:17][C:16]=2[F:34])[CH2:11]1)[CH3:9])(C)(C)C.C(OCC)C.[ClH:41]. (8) Given the product [C:1]([O:5][C:6]([N:8]1[CH2:12][CH2:11][CH2:10][CH2:9]1)=[O:7])([CH3:4])([CH3:2])[CH3:3], predict the reactants needed to synthesize it. The reactants are: [C:1]([O:5][C:6]([N:8]1[CH2:12][CH2:11][CH2:10][C@@H:9]1CNCC(C)=CC1C=CC=CC=1)=[O:7])([CH3:4])([CH3:3])[CH3:2].C(OC(N1CCC[C@@H]1CC(O)=O)=O)(C)(C)C.COC1C=C(C=C(OC)C=1OC)C(O)=O.CN(CCCN=C=NCC)C.ON1C2C=CC=CC=2N=N1.